Dataset: Full USPTO retrosynthesis dataset with 1.9M reactions from patents (1976-2016). Task: Predict the reactants needed to synthesize the given product. (1) Given the product [CH3:1][O:2][C:3]1[CH:16]=[CH:15][C:14]([O:17][CH3:18])=[CH:13][C:4]=1[CH2:5][NH:6][CH2:7][CH:8]([O:9][CH3:10])[O:11][CH3:12], predict the reactants needed to synthesize it. The reactants are: [CH3:1][O:2][C:3]1[CH:16]=[CH:15][C:14]([O:17][CH3:18])=[CH:13][C:4]=1[CH:5]=[N:6][CH2:7][CH:8]([O:11][CH3:12])[O:9][CH3:10].[BH4-].[Na+]. (2) The reactants are: [CH2:1]([O:3][C:4]1[CH:13]=[C:12]2[C:7]([C:8]([C:25]([O:27][CH3:28])=[O:26])=[C:9]([CH3:24])[C:10]([C:14]3[CH:19]=[CH:18][CH:17]=[C:16]([C:20]([F:23])([F:22])[F:21])[CH:15]=3)=[N:11]2)=[CH:6][C:5]=1[S:29]([CH2:32][CH3:33])(=[O:31])=[O:30])[CH3:2].[Br:34]N1C(=O)CCC1=O. Given the product [Br:34][CH2:24][C:9]1[C:10]([C:14]2[CH:19]=[CH:18][CH:17]=[C:16]([C:20]([F:23])([F:21])[F:22])[CH:15]=2)=[N:11][C:12]2[C:7]([C:8]=1[C:25]([O:27][CH3:28])=[O:26])=[CH:6][C:5]([S:29]([CH2:32][CH3:33])(=[O:31])=[O:30])=[C:4]([O:3][CH2:1][CH3:2])[CH:13]=2, predict the reactants needed to synthesize it. (3) Given the product [F:1][C:2]1[CH:3]=[C:4]([C:13]2[CH:17]=[C:16]([CH2:18][NH:19][C:20](=[S:32])[CH3:21])[O:15][N:14]=2)[CH:5]=[CH:6][C:7]=1[N:8]1[CH:12]=[CH:11][N:10]=[CH:9]1, predict the reactants needed to synthesize it. The reactants are: [F:1][C:2]1[CH:3]=[C:4]([C:13]2[CH:17]=[C:16]([CH2:18][NH:19][C:20](=O)[CH3:21])[O:15][N:14]=2)[CH:5]=[CH:6][C:7]=1[N:8]1[CH:12]=[CH:11][N:10]=[CH:9]1.COC1C=CC(P2(SP(C3C=CC(OC)=CC=3)(=S)S2)=[S:32])=CC=1. (4) Given the product [Cl:29][C:26]1[N:27]=[CH:28][C:23]([NH:22][C:2]2[CH:3]=[CH:4][C:5]([F:21])=[C:6]([C@:8]3([CH3:20])[C:14]([F:16])([F:15])[C:13]([CH3:18])([CH3:17])[O:12][CH2:11][C:10](=[O:19])[NH:9]3)[CH:7]=2)=[CH:24][CH:25]=1, predict the reactants needed to synthesize it. The reactants are: Br[C:2]1[CH:3]=[CH:4][C:5]([F:21])=[C:6]([C@:8]2([CH3:20])[C:14]([F:16])([F:15])[C:13]([CH3:18])([CH3:17])[O:12][CH2:11][C:10](=[O:19])[NH:9]2)[CH:7]=1.[NH2:22][C:23]1[CH:24]=[CH:25][C:26]([Cl:29])=[N:27][CH:28]=1.